Dataset: Catalyst prediction with 721,799 reactions and 888 catalyst types from USPTO. Task: Predict which catalyst facilitates the given reaction. (1) Reactant: C[O-].[Na+].[NH2:4][C:5]([NH2:7])=[O:6].[Cl:8][C:9]1[CH:14]=[CH:13][C:12]([C:15](=[CH:24]N(C)C)[C:16]([C:18]2[CH:23]=[CH:22][N:21]=[CH:20][CH:19]=2)=O)=[CH:11][CH:10]=1. Product: [Cl:8][C:9]1[CH:14]=[CH:13][C:12]([C:15]2[C:16]([C:18]3[CH:19]=[CH:20][N:21]=[CH:22][CH:23]=3)=[N:4][C:5](=[O:6])[NH:7][CH:24]=2)=[CH:11][CH:10]=1. The catalyst class is: 14. (2) The catalyst class is: 5. Product: [OH:11][CH2:10][C:7]1[S:6][C:5]([C:3]([OH:4])=[O:2])=[CH:9][CH:8]=1. Reactant: C[O:2][C:3]([C:5]1[S:6][C:7]([CH2:10][OH:11])=[CH:8][CH:9]=1)=[O:4].[OH-].[Na+]. (3) Reactant: [CH3:1][N:2]1[C:6]([C:7](O)=[O:8])=[C:5]([CH3:10])[CH:4]=[N:3]1.ClC(N(C)C)=C(C)C.[NH:19]1[C:27]2[C:22](=[C:23]([C:28]3[CH:29]=[C:30]([NH2:37])[C:31]4[CH:32]=[N:33][NH:34][C:35]=4[CH:36]=3)[CH:24]=[CH:25][CH:26]=2)[CH:21]=[CH:20]1.C(N(CC)CC)C. The catalyst class is: 2. Product: [NH:19]1[C:27]2[C:22](=[C:23]([C:28]3[CH:36]=[C:35]4[C:31]([CH:32]=[N:33][NH:34]4)=[C:30]([NH:37][C:7]([C:6]4[N:2]([CH3:1])[N:3]=[CH:4][C:5]=4[CH3:10])=[O:8])[CH:29]=3)[CH:24]=[CH:25][CH:26]=2)[CH:21]=[CH:20]1.